Dataset: Catalyst prediction with 721,799 reactions and 888 catalyst types from USPTO. Task: Predict which catalyst facilitates the given reaction. (1) Reactant: [Br:1][C:2]1[CH:3]=[CH:4][C:5](F)=[N:6][CH:7]=1.[NH:9]1[CH2:14][CH2:13][NH:12][CH2:11][C:10]1=[O:15].C([O-])([O-])=O.[K+].[K+].O. Product: [Br:1][C:2]1[CH:3]=[CH:4][C:5]([N:12]2[CH2:13][CH2:14][NH:9][C:10](=[O:15])[CH2:11]2)=[N:6][CH:7]=1. The catalyst class is: 16. (2) Reactant: [CH3:1][O:2][C:3]([C:5]1[CH:6]=[C:7]([C:13]2[CH:18]=[CH:17][CH:16]=[CH:15][CH:14]=2)[CH:8]=[C:9]([CH3:12])[C:10]=1[NH2:11])=[O:4].[N:19]1[CH:24]=[CH:23][C:22]([O:25][C:26]2[CH:31]=[CH:30][C:29]([S:32](Cl)(=[O:34])=[O:33])=[CH:28][CH:27]=2)=[CH:21][CH:20]=1. Product: [CH3:1][O:2][C:3]([C:5]1[CH:6]=[C:7]([C:13]2[CH:18]=[CH:17][CH:16]=[CH:15][CH:14]=2)[CH:8]=[C:9]([CH3:12])[C:10]=1[NH:11][S:32]([C:29]1[CH:28]=[CH:27][C:26]([O:25][C:22]2[CH:23]=[CH:24][N:19]=[CH:20][CH:21]=2)=[CH:31][CH:30]=1)(=[O:33])=[O:34])=[O:4]. The catalyst class is: 228. (3) Reactant: [Br:1][C:2]1[C:10]2[N:9]=[CH:8][NH:7][C:6]=2[CH:5]=[C:4]([Cl:11])[CH:3]=1.[H-].[Na+].[CH3:14][Si:15]([CH3:22])([CH3:21])[CH2:16][CH2:17][O:18][CH2:19]Cl.O. Product: [Br:1][C:2]1[C:10]2[N:9]=[CH:8][N:7]([CH2:19][O:18][CH2:17][CH2:16][Si:15]([CH3:22])([CH3:21])[CH3:14])[C:6]=2[CH:5]=[C:4]([Cl:11])[CH:3]=1. The catalyst class is: 9. (4) Reactant: [N+:1]([C:4]1[C:5]([NH2:16])=[N:6][CH:7]=[CH:8][C:9]=1[C:10]1[CH:15]=[CH:14][CH:13]=[CH:12][CH:11]=1)([O-:3])=[O:2].CC1C=CC=CC=1C.[N+:25]([C:28]1[CH:36]=[CH:35][C:31]([C:32](Cl)=[O:33])=[CH:30][CH:29]=1)([O-:27])=[O:26]. Product: [N+:25]([C:28]1[CH:29]=[CH:30][C:31]([C:32]([NH:16][C:5]2[C:4]([N+:1]([O-:3])=[O:2])=[C:9]([C:10]3[CH:15]=[CH:14][CH:13]=[CH:12][CH:11]=3)[CH:8]=[CH:7][N:6]=2)=[O:33])=[CH:35][CH:36]=1)([O-:27])=[O:26]. The catalyst class is: 768. (5) Reactant: C1N(P(Cl)(N2C(=O)OCC2)=O)C(=O)OC1.[CH3:16][O:17][C:18]1[CH:19]=[C:20](/[CH:30]=[CH:31]/[C:32]([OH:34])=O)[CH:21]=[CH:22][C:23]=1[N:24]1[CH:28]=[C:27]([CH3:29])[N:26]=[CH:25]1.[NH2:35][N:36]1[CH2:41][CH2:40][CH2:39][CH:38]([C:42]2[CH:47]=[CH:46][CH:45]=[CH:44][C:43]=2[Br:48])[C:37]1=[O:49].O. Product: [Br:48][C:43]1[CH:44]=[CH:45][CH:46]=[CH:47][C:42]=1[CH:38]1[CH2:39][CH2:40][CH2:41][N:36]([NH:35][C:32](=[O:34])/[CH:31]=[CH:30]/[C:20]2[CH:21]=[CH:22][C:23]([N:24]3[CH:28]=[C:27]([CH3:29])[N:26]=[CH:25]3)=[C:18]([O:17][CH3:16])[CH:19]=2)[C:37]1=[O:49]. The catalyst class is: 39. (6) Reactant: [C:1]([O:5][C:6](=[O:19])[C:7]([S:10][C:11]1[S:12][CH:13]=[C:14]([CH2:16][CH2:17][OH:18])[N:15]=1)([CH3:9])[CH3:8])([CH3:4])([CH3:3])[CH3:2].[CH3:20][O:21][C:22](=[O:31])[C:23]1[C:24](=[CH:26][CH:27]=[C:28]([I:30])[CH:29]=1)O.C1(P(C2C=CC=CC=2)C2C=CC=CC=2)C=CC=CC=1.[N+](C(OCC)=O)(C(OCC)=O)=[N-]. Product: [CH3:20][O:21][C:22](=[O:31])[C:23]1[CH:29]=[C:28]([I:30])[CH:27]=[CH:26][C:24]=1[O:18][CH2:17][CH2:16][C:14]1[N:15]=[C:11]([S:10][C:7]([CH3:9])([CH3:8])[C:6]([O:5][C:1]([CH3:2])([CH3:4])[CH3:3])=[O:19])[S:12][CH:13]=1. The catalyst class is: 7.